This data is from Forward reaction prediction with 1.9M reactions from USPTO patents (1976-2016). The task is: Predict the product of the given reaction. Given the reactants [CH2:1]([C:3]1[CH:8]=[CH:7][C:6]([C:9]2[C:13]([CH2:14][O:15][C:16]3[CH:21]=[CH:20][C:19]([CH2:22][CH2:23][C:24]([O:26][CH2:27][CH3:28])=[O:25])=[C:18]([CH3:29])[C:17]=3[CH3:30])=[C:12]([C:31]([CH3:33])=[CH2:32])[S:11][N:10]=2)=[CH:5][CH:4]=1)[CH3:2].[H][H], predict the reaction product. The product is: [CH2:1]([C:3]1[CH:8]=[CH:7][C:6]([C:9]2[C:13]([CH2:14][O:15][C:16]3[CH:21]=[CH:20][C:19]([CH2:22][CH2:23][C:24]([O:26][CH2:27][CH3:28])=[O:25])=[C:18]([CH3:29])[C:17]=3[CH3:30])=[C:12]([CH:31]([CH3:33])[CH3:32])[S:11][N:10]=2)=[CH:5][CH:4]=1)[CH3:2].